From a dataset of Catalyst prediction with 721,799 reactions and 888 catalyst types from USPTO. Predict which catalyst facilitates the given reaction. (1) Reactant: [OH:1][CH:2]1[CH2:8][CH2:7][CH2:6][N:5]([C:9]([O:11][CH2:12][C:13]2[CH:18]=[CH:17][CH:16]=[CH:15][CH:14]=2)=[O:10])[CH2:4][CH:3]1[NH:19][C:20](=[O:27])[C:21]1[CH:26]=[CH:25][CH:24]=[CH:23][N:22]=1.CC(OI1(OC(C)=O)(OC(C)=O)OC(=O)C2C=CC=CC1=2)=O. Product: [O:1]=[C:2]1[CH2:8][CH2:7][CH2:6][N:5]([C:9]([O:11][CH2:12][C:13]2[CH:18]=[CH:17][CH:16]=[CH:15][CH:14]=2)=[O:10])[CH2:4][CH:3]1[NH:19][C:20](=[O:27])[C:21]1[CH:26]=[CH:25][CH:24]=[CH:23][N:22]=1. The catalyst class is: 2. (2) Reactant: Br[CH2:2][C:3]([C:5]1[CH:10]=[C:9]([C:11]([F:14])([F:13])[F:12])[CH:8]=[C:7]([F:15])[CH:6]=1)=O.C[O:17][C:18]([CH2:20][C:21]([NH2:23])=[O:22])=[O:19]. Product: [F:15][C:7]1[CH:6]=[C:5]([C:3]2[N:23]=[C:21]([CH2:20][C:18]([OH:19])=[O:17])[O:22][CH:2]=2)[CH:10]=[C:9]([C:11]([F:14])([F:13])[F:12])[CH:8]=1. The catalyst class is: 16. (3) Reactant: [Si:1]([O:18][CH2:19][CH2:20][CH2:21][CH:22]([NH2:25])[CH2:23][CH3:24])([C:14]([CH3:17])([CH3:16])[CH3:15])([C:8]1[CH:13]=[CH:12][CH:11]=[CH:10][CH:9]=1)[C:2]1[CH:7]=[CH:6][CH:5]=[CH:4][CH:3]=1.C(N(CC)CC)C.[O:33](C(OC(C)(C)C)=O)[C:34]([O:36][C:37]([CH3:40])([CH3:39])[CH3:38])=O.[OH-].[Na+]. Product: [Si:1]([O:18][CH2:19][CH2:20][CH2:21][CH:22]([NH:25][C:34](=[O:33])[O:36][C:37]([CH3:40])([CH3:39])[CH3:38])[CH2:23][CH3:24])([C:14]([CH3:16])([CH3:17])[CH3:15])([C:8]1[CH:9]=[CH:10][CH:11]=[CH:12][CH:13]=1)[C:2]1[CH:3]=[CH:4][CH:5]=[CH:6][CH:7]=1. The catalyst class is: 2.